Dataset: Catalyst prediction with 721,799 reactions and 888 catalyst types from USPTO. Task: Predict which catalyst facilitates the given reaction. (1) Reactant: F[C:2]1[CH:7]=[CH:6][C:5]([C:8]([F:11])([F:10])[F:9])=[CH:4][C:3]=1[N+:12]([O-:14])=[O:13].C(N(C(C)C)CC)(C)C.[NH:24]1[CH:28]=[CH:27][N:26]=[CH:25]1. Product: [N+:12]([C:3]1[CH:4]=[C:5]([C:8]([F:11])([F:10])[F:9])[CH:6]=[CH:7][C:2]=1[N:24]1[CH:28]=[CH:27][N:26]=[CH:25]1)([O-:14])=[O:13]. The catalyst class is: 10. (2) Reactant: [CH:1]([O:4][C:5]([N:7]1[CH2:12][CH2:11][CH:10]([CH:13]([O:15][C:16]2[CH:21]=[CH:20][C:19](B3OC(C)(C)C(C)(C)O3)=[CH:18][N:17]=2)[CH3:14])[CH2:9][CH2:8]1)=[O:6])([CH3:3])[CH3:2].[C:31]([O:35][C:36](=[O:57])[NH:37][C@@H:38]1[C@@H:42]([N:43]2[CH2:48][CH2:47][CH2:46][CH2:45][C:44]2=[O:49])[CH2:41][N:40]([C:50]2[N:55]=[CH:54][C:53](Br)=[CH:52][N:51]=2)[CH2:39]1)([CH3:34])([CH3:33])[CH3:32].CN(C=O)C.C(N(CC)CC)C. Product: [CH:1]([O:4][C:5]([N:7]1[CH2:8][CH2:9][CH:10]([C@@H:13]([O:15][C:16]2[CH:21]=[CH:20][C:19]([C:53]3[CH:54]=[N:55][C:50]([N:40]4[CH2:41][C@H:42]([N:43]5[CH2:48][CH2:47][CH2:46][CH2:45][C:44]5=[O:49])[C@@H:38]([NH:37][C:36]([O:35][C:31]([CH3:34])([CH3:33])[CH3:32])=[O:57])[CH2:39]4)=[N:51][CH:52]=3)=[CH:18][N:17]=2)[CH3:14])[CH2:11][CH2:12]1)=[O:6])([CH3:2])[CH3:3]. The catalyst class is: 6. (3) Reactant: [OH:1][C:2]1[NH:6][N:5]=[C:4]([C:7]([O:9][CH2:10][CH3:11])=[O:8])[CH:3]=1.C(=O)([O-])[O-].[K+].[K+].Br[CH:19]1[C:24](=[O:25])[CH2:23][CH2:22][O:21][CH2:20]1. Product: [CH2:10]([O:9][C:7]([C:4]1[CH:3]=[C:2]([O:1][CH:19]2[C:24](=[O:25])[CH2:23][CH2:22][O:21][CH2:20]2)[NH:6][N:5]=1)=[O:8])[CH3:11]. The catalyst class is: 10. (4) Reactant: [C:1]([Mg]Cl)([CH3:4])([CH3:3])[CH3:2].C1COCC1.[Cu](C#N)C#N.Br[C:18]1[CH:23]=[CH:22][C:21]([CH3:24])=[CH:20][N:19]=1.N. Product: [C:1]([C:18]1[CH:23]=[CH:22][C:21]([CH3:24])=[CH:20][N:19]=1)([CH3:4])([CH3:3])[CH3:2]. The catalyst class is: 1. (5) Reactant: [Cl:1][C:2]1[C:12]2[O:11][CH2:10][CH2:9][C@H:8]3[CH2:13][NH:14][CH2:15][CH2:16][N:7]3[C:6]=2[CH:5]=[CH:4][CH:3]=1.C(N(CC)CC)C.[C:24](O[C:24]([O:26][C:27]([CH3:30])([CH3:29])[CH3:28])=[O:25])([O:26][C:27]([CH3:30])([CH3:29])[CH3:28])=[O:25]. Product: [Cl:1][C:2]1[C:12]2[O:11][CH2:10][CH2:9][C@H:8]3[CH2:13][N:14]([C:24]([O:26][C:27]([CH3:30])([CH3:29])[CH3:28])=[O:25])[CH2:15][CH2:16][N:7]3[C:6]=2[CH:5]=[CH:4][CH:3]=1. The catalyst class is: 4. (6) Reactant: [C:1]([C:3]1[CH:8]=[CH:7][C:6]([C:9]([OH:29])([C:23]2[N:27]([CH3:28])[CH:26]=[N:25][CH:24]=2)[C:10](O[C@@H]2C[C@H](C)CC[C@H]2C(C)C)=[O:11])=[CH:5][CH:4]=1)#[N:2].[Li+].[BH4-].C(O)(=O)CC(CC(O)=O)(C(O)=O)O. Product: [OH:29][C:9]([C:6]1[CH:7]=[CH:8][C:3]([C:1]#[N:2])=[CH:4][CH:5]=1)([C:23]1[N:27]([CH3:28])[CH:26]=[N:25][CH:24]=1)[CH2:10][OH:11]. The catalyst class is: 1. (7) Reactant: [NH2:1][C:2]1[C:7]([N:8]([C:14]([O:16][CH3:17])=[O:15])[CH2:9][C:10](OC)=[O:11])=[C:6]([NH2:18])[N:5]=[C:4]([C:19]2[C:27]3[C:22](=[N:23][CH:24]=[CH:25][CH:26]=3)[N:21]([CH2:28][C:29]3[CH:34]=[CH:33][CH:32]=[CH:31][C:30]=3[F:35])[N:20]=2)[N:3]=1.[OH-].[Li+].Cl. Product: [NH2:18][C:6]1[C:7]2[N:8]([C:14]([O:16][CH3:17])=[O:15])[CH2:9][C:10](=[O:11])[NH:1][C:2]=2[N:3]=[C:4]([C:19]2[C:27]3[C:22](=[N:23][CH:24]=[CH:25][CH:26]=3)[N:21]([CH2:28][C:29]3[CH:34]=[CH:33][CH:32]=[CH:31][C:30]=3[F:35])[N:20]=2)[N:5]=1. The catalyst class is: 40. (8) Reactant: [ClH:1].[CH3:2][NH:3][C@@H:4]1[C:9]2[CH:10]=[CH:11][CH:12]=[CH:13][C:8]=2[C@H:7]([C:14]2[CH:15]=[CH:16][C:17]([Cl:21])=[C:18]([Cl:20])[CH:19]=2)[CH2:6][CH2:5]1. Product: [CH3:2][NH:3][C@@H:4]1[C:9]2[CH:10]=[CH:11][CH:12]=[CH:13][C:8]=2[C@H:7]([C:14]2[CH:15]=[CH:16][C:17]([Cl:21])=[C:18]([Cl:20])[CH:19]=2)[CH2:6][CH2:5]1.[ClH:1]. The catalyst class is: 259. (9) The catalyst class is: 160. Product: [NH2:20][C:21]1[C:26]2=[C:27]([C:34]3[CH:39]=[CH:38][C:37]([NH:40][C:41]([NH:43][C:44]4[CH:49]=[C:48]([C:50]([F:53])([F:52])[F:51])[CH:47]=[CH:46][N:45]=4)=[O:42])=[CH:36][CH:35]=3)[C:28]([C:31]([O:33][CH2:1][CH3:2])=[O:32])=[C:29]([C:59]3[CH:58]=[CH:57][CH:56]=[C:55]([F:54])[CH:60]=3)[N:25]2[N:24]=[CH:23][N:22]=1. Reactant: [C:1]1(P(C2C=CC=CC=2)C2C=CC=CC=2)C=CC=C[CH:2]=1.[NH2:20][C:21]1[C:26]2=[C:27]([C:34]3[CH:39]=[CH:38][C:37]([NH:40][C:41]([NH:43][C:44]4[CH:49]=[C:48]([C:50]([F:53])([F:52])[F:51])[CH:47]=[CH:46][N:45]=4)=[O:42])=[CH:36][CH:35]=3)[C:28]([C:31]([O-:33])=[O:32])=[C:29](Br)[N:25]2[N:24]=[CH:23][N:22]=1.[F:54][C:55]1[CH:56]=[C:57](B(O)O)[CH:58]=[CH:59][CH:60]=1.C([O-])([O-])=O.[Na+].[Na+]. (10) Reactant: Cl[C:2]1[CH:7]=[C:6]([O:8][CH2:9][CH:10]([CH3:12])[CH3:11])[N:5]=[CH:4][N:3]=1.[F:13][C:14]1[CH:15]=[C:16]([CH:26]=[CH:27][C:28]=1[CH3:29])[C:17]([N:19]1[CH2:24][CH2:23][NH:22][C:21](=[O:25])[CH2:20]1)=[O:18].CC1(C)C2C(=C(P(C3C=CC=CC=3)C3C=CC=CC=3)C=CC=2)OC2C(P(C3C=CC=CC=3)C3C=CC=CC=3)=CC=CC1=2.P([O-])([O-])([O-])=O.[K+].[K+].[K+]. Product: [F:13][C:14]1[CH:15]=[C:16]([CH:26]=[CH:27][C:28]=1[CH3:29])[C:17]([N:19]1[CH2:24][CH2:23][N:22]([C:2]2[CH:7]=[C:6]([O:8][CH2:9][CH:10]([CH3:12])[CH3:11])[N:5]=[CH:4][N:3]=2)[C:21](=[O:25])[CH2:20]1)=[O:18]. The catalyst class is: 62.